From a dataset of Forward reaction prediction with 1.9M reactions from USPTO patents (1976-2016). Predict the product of the given reaction. (1) Given the reactants [O:1]1[CH2:6][CH2:5][O:4][CH2:3][C@@H:2]1[CH2:7][O:8][N:9]1C(=O)C2C(=CC=CC=2)C1=O.O.NN, predict the reaction product. The product is: [O:1]1[CH2:6][CH2:5][O:4][CH2:3][C@@H:2]1[CH2:7][O:8][NH2:9]. (2) Given the reactants [NH2:1][CH:2]1[CH2:7][CH2:6][CH:5]([CH2:8][NH:9][C:10]2[C:15]([N+:16]([O-:18])=[O:17])=[CH:14][N:13]=[C:12]([NH:19][CH2:20][C:21]3[CH:26]=[CH:25][CH:24]=[CH:23][C:22]=3[O:27][C:28]([F:31])([F:30])[F:29])[N:11]=2)[CH2:4][CH2:3]1.C(N(CC)C(C)C)(C)C.Br[CH2:42][C:43]([O:45][C:46]([CH3:49])([CH3:48])[CH3:47])=[O:44], predict the reaction product. The product is: [C:46]([O:45][C:43](=[O:44])[CH2:42][NH:1][CH:2]1[CH2:3][CH2:4][CH:5]([CH2:8][NH:9][C:10]2[C:15]([N+:16]([O-:18])=[O:17])=[CH:14][N:13]=[C:12]([NH:19][CH2:20][C:21]3[CH:26]=[CH:25][CH:24]=[CH:23][C:22]=3[O:27][C:28]([F:30])([F:31])[F:29])[N:11]=2)[CH2:6][CH2:7]1)([CH3:49])([CH3:48])[CH3:47]. (3) Given the reactants N#N.[F:3][CH2:4][CH2:5][N:6]1[CH2:11][CH2:10][CH:9]([NH:12]C(=O)OC(C)(C)C)[CH2:8][CH2:7]1.[ClH:20], predict the reaction product. The product is: [ClH:20].[ClH:20].[F:3][CH2:4][CH2:5][N:6]1[CH2:11][CH2:10][CH:9]([NH2:12])[CH2:8][CH2:7]1.